This data is from Full USPTO retrosynthesis dataset with 1.9M reactions from patents (1976-2016). The task is: Predict the reactants needed to synthesize the given product. (1) The reactants are: [O:1]1[C:10]2[C:5](=[CH:6][CH:7]=[CH:8][CH:9]=2)[CH2:4][CH2:3][C@@H:2]1[CH2:11][NH2:12].[C:13]([O:17][C:18](O[C:18]([O:17][C:13]([CH3:16])([CH3:15])[CH3:14])=[O:19])=[O:19])([CH3:16])([CH3:15])[CH3:14]. Given the product [O:1]1[C:10]2[C:5](=[CH:6][CH:7]=[CH:8][CH:9]=2)[CH2:4][CH2:3][C@@H:2]1[CH2:11][NH:12][C:18](=[O:19])[O:17][C:13]([CH3:16])([CH3:15])[CH3:14], predict the reactants needed to synthesize it. (2) Given the product [ClH:37].[NH2:7][C@@H:8]([C@H:18]1[CH2:23][CH2:22][C@H:21]([NH:24][C:25]([C:27]2[N:32]=[CH:31][N:30]3[CH:33]=[CH:34][CH:35]=[C:29]3[CH:28]=2)=[O:26])[CH2:20][CH2:19]1)[C:9]([N:11]1[CH2:15][CH2:14][CH2:13][C@H:12]1[C:16]#[N:17])=[O:10], predict the reactants needed to synthesize it. The reactants are: C(OC(=O)[NH:7][C@@H:8]([C@H:18]1[CH2:23][CH2:22][C@H:21]([NH:24][C:25]([C:27]2[N:32]=[CH:31][N:30]3[CH:33]=[CH:34][CH:35]=[C:29]3[CH:28]=2)=[O:26])[CH2:20][CH2:19]1)[C:9]([N:11]1[CH2:15][CH2:14][CH2:13][C@H:12]1[C:16]#[N:17])=[O:10])(C)(C)C.[ClH:37]. (3) Given the product [CH3:10][N:11]([CH3:12])[C:1](=[O:9])[C:2]1[CH:7]=[CH:6][CH:5]=[N:4][CH:3]=1, predict the reactants needed to synthesize it. The reactants are: [C:1]([OH:9])(=O)[C:2]1[CH:7]=[CH:6][CH:5]=[N:4][CH:3]=1.[CH3:10][N:11](C)[C:12](Cl)=O.CN1C=CN=C1.